From a dataset of Reaction yield outcomes from USPTO patents with 853,638 reactions. Predict the reaction yield, written as a fraction of the theoretical maximum amount of product (1.0 means a 100% yield; for example, 0.34 means a 34% yield). (1) The reactants are C(=O)([O-])[O-].[Cs+].[Cs+].Br[CH2:8][CH2:9][CH2:10][C:11]([O:13][CH3:14])=[O:12].[CH3:15][O:16][C:17]([C:19]1[C:24]([NH:25][C:26]([O:28][CH:29]([CH3:31])[CH3:30])=[O:27])=[CH:23][C:22]([C:32]([F:35])([F:34])[F:33])=[C:21]([CH3:36])[N:20]=1)=[O:18].O. The catalyst is CN(C)C=O. The product is [CH3:15][O:16][C:17]([C:19]1[C:24]([N:25]([C:26]([O:28][CH:29]([CH3:31])[CH3:30])=[O:27])[CH2:8][CH2:9][CH2:10][C:11]([O:13][CH3:14])=[O:12])=[CH:23][C:22]([C:32]([F:35])([F:34])[F:33])=[C:21]([CH3:36])[N:20]=1)=[O:18]. The yield is 0.610. (2) The reactants are [N+:1]([O-:4])(O)=[O:2].[CH3:5][C:6]1[CH:7]=[N:8][CH:9]=[CH:10][C:11]=1[O:12][CH3:13].C(=O)([O-])[O-].[K+].[K+]. The catalyst is S(=O)(=O)(O)O. The product is [CH3:5][C:6]1[CH:7]=[N:8][CH:9]=[C:10]([N+:1]([O-:4])=[O:2])[C:11]=1[O:12][CH3:13]. The yield is 0.300. (3) The reactants are [CH3:1][CH2:2][CH2:3][N:4]1[C@H:9]([C:10]([NH:12][C:13]2[C:14]([CH3:20])=[CH:15][CH:16]=[CH:17][C:18]=2[CH3:19])=[O:11])[CH2:8][CH2:7][CH2:6][CH2:5]1.CC(C)=[O:23].[ClH:25]. The catalyst is O. The product is [CH3:1][CH2:2][CH2:3][NH+:4]1[C@H:9]([C:10]([NH:12][C:13]2[C:14]([CH3:20])=[CH:15][CH:16]=[CH:17][C:18]=2[CH3:19])=[O:11])[CH2:8][CH2:7][CH2:6][CH2:5]1.[OH2:23].[Cl-:25]. The yield is 0.820. (4) The reactants are Br[C:2]1[CH:3]=[CH:4][C:5]([N:8]2[CH2:12][CH2:11][CH:10]([OH:13])[CH2:9]2)=[N:6][CH:7]=1.[CH:14]1([C:17]([N:19]2[CH2:24][CH2:23][C:22]([CH2:26][N:27]3[C:32](=[O:33])[C:31]4[CH:34]=[N:35][N:36]([C:37]5[CH:42]=[CH:41][C:40](B6OC(C)(C)C(C)(C)O6)=[CH:39][CH:38]=5)[C:30]=4[N:29]=[CH:28]3)([OH:25])[CH2:21][CH2:20]2)=[O:18])[CH2:16][CH2:15]1.CN(C=O)C.C(=O)([O-])[O-].[Na+].[Na+]. The catalyst is C1C=CC(P(C2C=CC=CC=2)[C-]2C=CC=C2)=CC=1.C1C=CC(P(C2C=CC=CC=2)[C-]2C=CC=C2)=CC=1.Cl[Pd]Cl.[Fe+2].O. The product is [CH:14]1([C:17]([N:19]2[CH2:20][CH2:21][C:22]([CH2:26][N:27]3[C:32](=[O:33])[C:31]4[CH:34]=[N:35][N:36]([C:37]5[CH:42]=[CH:41][C:40]([C:2]6[CH:7]=[N:6][C:5]([N:8]7[CH2:12][CH2:11][CH:10]([OH:13])[CH2:9]7)=[CH:4][CH:3]=6)=[CH:39][CH:38]=5)[C:30]=4[N:29]=[CH:28]3)([OH:25])[CH2:23][CH2:24]2)=[O:18])[CH2:16][CH2:15]1. The yield is 0.370. (5) The reactants are [Br:1][C:2]1[N:7]=[C:6]([NH2:8])[C:5]([CH3:9])=[CH:4][CH:3]=1.Cl[CH2:11][CH:12]=O. No catalyst specified. The product is [Br:1][C:2]1[N:7]2[CH:11]=[CH:12][N:8]=[C:6]2[C:5]([CH3:9])=[CH:4][CH:3]=1. The yield is 0.950. (6) The reactants are [CH:1]1([C:4](Cl)=[O:5])[CH2:3][CH2:2]1.Cl.[NH2:8][CH2:9][C:10]1[CH:15]=[CH:14][C:13]([C:16]([N:18]2[CH2:27][C:26]3[CH:25]=[N:24][N:23]([CH3:28])[C:22]=3[NH:21][C:20]3[CH:29]=[C:30]([Cl:33])[CH:31]=[CH:32][C:19]2=3)=[O:17])=[CH:12][C:11]=1[Cl:34].CC1C=C2N=C3C(=NC(NC3=O)=O)N(C[C@H](O)[C@H](O)[C@H](O)COP([O-])(O)=O)C2=CC=1C.[Na+].CCN(C(C)C)C(C)C. The catalyst is ClCCl. The product is [Cl:34][C:11]1[CH:12]=[C:13]([C:16]([N:18]2[CH2:27][C:26]3[CH:25]=[N:24][N:23]([CH3:28])[C:22]=3[NH:21][C:20]3[CH:29]=[C:30]([Cl:33])[CH:31]=[CH:32][C:19]2=3)=[O:17])[CH:14]=[CH:15][C:10]=1[CH2:9][NH:8][C:4]([CH:1]1[CH2:3][CH2:2]1)=[O:5]. The yield is 0.570.